This data is from NCI-60 drug combinations with 297,098 pairs across 59 cell lines. The task is: Regression. Given two drug SMILES strings and cell line genomic features, predict the synergy score measuring deviation from expected non-interaction effect. (1) Drug 1: C1=CC(=CC=C1CCCC(=O)O)N(CCCl)CCCl. Drug 2: COC1=NC(=NC2=C1N=CN2C3C(C(C(O3)CO)O)O)N. Cell line: DU-145. Synergy scores: CSS=28.8, Synergy_ZIP=7.89, Synergy_Bliss=2.68, Synergy_Loewe=-13.9, Synergy_HSA=0.405. (2) Drug 1: CCN(CC)CCNC(=O)C1=C(NC(=C1C)C=C2C3=C(C=CC(=C3)F)NC2=O)C. Drug 2: CCN(CC)CCCC(C)NC1=C2C=C(C=CC2=NC3=C1C=CC(=C3)Cl)OC. Cell line: OVCAR-8. Synergy scores: CSS=22.2, Synergy_ZIP=-8.59, Synergy_Bliss=-0.540, Synergy_Loewe=-10.9, Synergy_HSA=-0.803.